This data is from Full USPTO retrosynthesis dataset with 1.9M reactions from patents (1976-2016). The task is: Predict the reactants needed to synthesize the given product. (1) Given the product [OH:8][C:9]1[CH:14]=[CH:13][C:12]([C@@H:15]([OH:39])[CH2:16][NH:17][C@@H:18]([CH2:21][C:22]2[CH:23]=[CH:24][C:25]([O:28][C:29]3[C:38]4[C:33](=[CH:34][CH:35]=[CH:36][CH:37]=4)[N:32]=[CH:31][CH:30]=3)=[CH:26][CH:27]=2)[CH2:19][OH:20])=[CH:11][C:10]=1[NH:40][S:41]([CH3:44])(=[O:43])=[O:42], predict the reactants needed to synthesize it. The reactants are: C([O:8][C:9]1[CH:14]=[CH:13][C:12]([C@@H:15]([OH:39])[CH2:16][NH:17][C@@H:18]([CH2:21][C:22]2[CH:27]=[CH:26][C:25]([O:28][C:29]3[C:38]4[C:33](=[CH:34][CH:35]=[CH:36][CH:37]=4)[N:32]=[CH:31][CH:30]=3)=[CH:24][CH:23]=2)[CH2:19][OH:20])=[CH:11][C:10]=1[NH:40][S:41]([CH3:44])(=[O:43])=[O:42])C1C=CC=CC=1. (2) Given the product [CH2:6]([Si:8]([CH2:11][CH3:12])([CH2:9][CH3:10])[O:14][C@@H:15]([C@@H:17]1[C@@H:20]([C@@H:21]([CH3:40])[C:22]([C:24]2[S:28][C:27]3=[C:29]([C:32]([C:34]4[CH:35]=[N:36][CH:37]=[CH:38][CH:39]=4)=[O:33])[N:30]=[CH:31][N:26]3[CH:25]=2)=[O:23])[NH:19][C:18]1=[O:41])[CH3:16])[CH3:7], predict the reactants needed to synthesize it. The reactants are: N1C=CN=C1.[CH2:6]([Si:8](Cl)([CH2:11][CH3:12])[CH2:9][CH3:10])[CH3:7].[OH:14][C@@H:15]([C@@H:17]1[C@@H:20]([C@@H:21]([CH3:40])[C:22]([C:24]2[S:28][C:27]3=[C:29]([C:32]([C:34]4[CH:35]=[N:36][CH:37]=[CH:38][CH:39]=4)=[O:33])[N:30]=[CH:31][N:26]3[CH:25]=2)=[O:23])[NH:19][C:18]1=[O:41])[CH3:16]. (3) Given the product [C:16]([O:20][C:21]1[CH:22]=[CH:23][C:24]([CH2:27][CH2:28][CH2:29][CH2:30][N:1]2[CH:5]=[CH:4][N:3]=[N:2]2)=[CH:25][CH:26]=1)([CH3:19])([CH3:18])[CH3:17], predict the reactants needed to synthesize it. The reactants are: [NH:1]1[CH:5]=[CH:4][N:3]=[N:2]1.[I-].[Na+].[OH-].[Na+].CC(O)(CC)C.[C:16]([O:20][C:21]1[CH:26]=[CH:25][C:24]([CH2:27][CH2:28][CH2:29][CH2:30]Cl)=[CH:23][CH:22]=1)([CH3:19])([CH3:18])[CH3:17]. (4) Given the product [CH3:1][O:2][CH:3]([C:17]1[CH:22]=[CH:21][CH:20]=[CH:19][CH:18]=1)[C:4]1[CH:16]=[CH:15][C:7]([C:8]([OH:10])=[O:9])=[CH:6][CH:5]=1, predict the reactants needed to synthesize it. The reactants are: [CH3:1][O:2][CH:3]([C:17]1[CH:22]=[CH:21][CH:20]=[CH:19][CH:18]=1)[C:4]1[CH:16]=[CH:15][C:7]([C:8]([O:10]C(C)(C)C)=[O:9])=[CH:6][CH:5]=1.FC(F)(F)C(O)=O.